This data is from Drug-target binding data from BindingDB patent sources. The task is: Regression. Given a target protein amino acid sequence and a drug SMILES string, predict the binding affinity score between them. We predict pAffinity (pAffinity = -log10(affinity in M)). Dataset: bindingdb_patent. The drug is CC(=O)N1CCN(CC1)c1ccc(NC(=O)Cc2ccc(c(F)c2)-c2ccnc(F)c2)nc1. The target protein (P56704) has sequence MAPLGYFLLLCSLKQALGSYPIWWSLAVGPQYSSLGSQPILCASIPGLVPKQLRFCRNYVEIMPSVAEGIKIGIQECQHQFRGRRWNCTTVHDSLAIFGPVLDKATRESAFVHAIASAGVAFAVTRSCAEGTAAICGCSSRHQGSPGKGWKWGGCSEDIEFGGMVSREFADARENRPDARSAMNRHNNEAGRQAIASHMHLKCKCHGLSGSCEVKTCWWSQPDFRAIGDFLKDKYDSASEMVVEKHRESRGWVETLRPRYTYFKVPTERDLVYYEASPNFCEPNPETGSFGTRDRTCNVSSHGIDGCDLLCCGRGHNARAERRREKCRCVFHWCCYVSCQECTRVYDVHTCK. The pAffinity is 9.5.